This data is from Forward reaction prediction with 1.9M reactions from USPTO patents (1976-2016). The task is: Predict the product of the given reaction. (1) Given the reactants [C:1]1([C:7]2[CH:14]=[CH:13][C:10]([CH2:11][Cl:12])=[CH:9][CH:8]=2)C=CC=CC=1.[CH3:15][N:16]([CH3:18])[CH3:17], predict the reaction product. The product is: [Cl-:12].[CH3:1][C:7]1[CH:14]=[CH:13][C:10]([CH2:11][N+:16]([CH3:18])([CH3:17])[CH3:15])=[CH:9][CH:8]=1. (2) Given the reactants [NH2:1][C:2]1[C:10]2[C:5](=[N:6][C:7]([CH3:16])=[C:8]([O:12][CH2:13][CH2:14]Cl)[C:9]=2[CH3:11])[S:4][C:3]=1[C:17]([O:19][C:20]([CH3:23])([CH3:22])[CH3:21])=[O:18].C([O-])([O-])=O.[K+].[K+].[NH:30]1[CH2:35][CH2:34][O:33][CH2:32][CH2:31]1, predict the reaction product. The product is: [NH2:1][C:2]1[C:10]2[C:5](=[N:6][C:7]([CH3:16])=[C:8]([O:12][CH2:13][CH2:14][N:30]3[CH2:35][CH2:34][O:33][CH2:32][CH2:31]3)[C:9]=2[CH3:11])[S:4][C:3]=1[C:17]([O:19][C:20]([CH3:23])([CH3:22])[CH3:21])=[O:18]. (3) Given the reactants [C:1]([Si:5]([CH3:14])([CH3:13])[O:6][C@H:7]1[CH2:11][CH2:10][C@H:9](O)[CH2:8]1)([CH3:4])([CH3:3])[CH3:2].C1(P(C2C=CC=CC=2)C2C=CC=CC=2)C=CC=CC=1.[C:34]1(=[O:44])[NH:38][C:37](=[O:39])[C:36]2=[CH:40][CH:41]=[CH:42][CH:43]=[C:35]12.N(C(OCC)=O)=NC(OCC)=O, predict the reaction product. The product is: [C:1]([Si:5]([CH3:14])([CH3:13])[O:6][C@@H:7]1[CH2:11][CH2:10][C@H:9]([N:38]2[C:34](=[O:44])[C:35]3[C:36](=[CH:40][CH:41]=[CH:42][CH:43]=3)[C:37]2=[O:39])[CH2:8]1)([CH3:4])([CH3:3])[CH3:2]. (4) Given the reactants CN(C)[C:3]1[CH:8]=[CH:7][C:6]([CH:9]2[CH2:14][C:13](=[O:15])[CH2:12][C:11](=O)[CH2:10]2)=C[CH:4]=1.C([O-])(=O)C.[NH4+:22], predict the reaction product. The product is: [NH2:22][C:11]1[CH2:10][C:9]2([CH2:4][CH2:3][CH2:8][CH2:7][CH2:6]2)[CH2:14][C:13](=[O:15])[CH:12]=1.